Dataset: Forward reaction prediction with 1.9M reactions from USPTO patents (1976-2016). Task: Predict the product of the given reaction. (1) Given the reactants [O:1]1[C@H:5]2[O:6][CH2:7][CH2:8][C@H:4]2[C@@H:3]([O:9][C:10]([NH:12][C@H:13]([C@H:28]([OH:47])[CH2:29][N:30]([S:35]([C:38]2[CH:46]=[CH:45][C:41]3[O:42][CH2:43][O:44][C:40]=3[CH:39]=2)(=[O:37])=[O:36])[CH2:31][CH:32]([CH3:34])[CH3:33])[CH2:14][C:15]2[CH:27]=[CH:26][C:18]([O:19][CH2:20][CH2:21][CH2:22][C:23]([OH:25])=O)=[CH:17][CH:16]=2)=[O:11])[CH2:2]1.[CH:48]([N:51](CC)C(C)C)(C)C.F[P-](F)(F)(F)(F)F.N1(OC(N(C)C)=[N+](C)C)C2N=CC=CC=2N=N1.CN, predict the reaction product. The product is: [O:42]1[C:41]2[CH:45]=[CH:46][C:38]([S:35]([N:30]([CH2:31][CH:32]([CH3:33])[CH3:34])[CH2:29][C@@H:28]([OH:47])[C@@H:13]([NH:12][C:10](=[O:11])[O:9][C@@H:3]3[C@H:4]4[C@H:5]([O:6][CH2:7][CH2:8]4)[O:1][CH2:2]3)[CH2:14][C:15]3[CH:16]=[CH:17][C:18]([O:19][CH2:20][CH2:21][CH2:22][C:23]([NH:51][CH3:48])=[O:25])=[CH:26][CH:27]=3)(=[O:36])=[O:37])=[CH:39][C:40]=2[O:44][CH2:43]1. (2) Given the reactants [NH2:1][C:2]1[CH:7]=[CH:6][C:5]([CH2:8][C@H:9]([NH:12][CH2:13][C@@H:14]([C:16]2[CH:21]=[CH:20][CH:19]=[C:18]([Cl:22])[CH:17]=2)[OH:15])[CH2:10][OH:11])=[CH:4][CH:3]=1.[C:23](O[C:23]([O:25][C:26]([CH3:29])([CH3:28])[CH3:27])=[O:24])([O:25][C:26]([CH3:29])([CH3:28])[CH3:27])=[O:24], predict the reaction product. The product is: [NH2:1][C:2]1[CH:3]=[CH:4][C:5]([CH2:8][C@H:9]([N:12]([CH2:13][C@@H:14]([C:16]2[CH:21]=[CH:20][CH:19]=[C:18]([Cl:22])[CH:17]=2)[OH:15])[C:23](=[O:24])[O:25][C:26]([CH3:29])([CH3:28])[CH3:27])[CH2:10][OH:11])=[CH:6][CH:7]=1. (3) Given the reactants [NH2:1][C:2]1[CH:17]=[CH:16][C:5]([CH2:6][CH2:7][NH:8][C:9](=[O:15])[O:10][C:11]([CH3:14])([CH3:13])[CH3:12])=[CH:4][CH:3]=1.[Cl:18][CH2:19][C:20](Cl)=[O:21], predict the reaction product. The product is: [Cl:18][CH2:19][C:20]([NH:1][C:2]1[CH:17]=[CH:16][C:5]([CH2:6][CH2:7][NH:8][C:9](=[O:15])[O:10][C:11]([CH3:14])([CH3:12])[CH3:13])=[CH:4][CH:3]=1)=[O:21]. (4) The product is: [Cl:1][C:2]1[CH:3]=[C:4]([C:21]2[CH:22]=[CH:23][C:24]([C:27]([N:48]3[CH2:49][CH2:50][CH:45]([C:44]([F:52])([F:51])[F:43])[CH2:46][CH2:47]3)=[O:28])=[CH:25][CH:26]=2)[CH:5]=[C:6]([Cl:20])[C:7]=1[CH2:8][N:9]1[CH2:13][CH2:12][C:11]2([CH2:14][CH2:15][CH2:16][CH2:17][CH2:18]2)[C:10]1=[O:19]. Given the reactants [Cl:1][C:2]1[CH:3]=[C:4]([C:21]2[CH:26]=[CH:25][C:24]([C:27](O)=[O:28])=[CH:23][CH:22]=2)[CH:5]=[C:6]([Cl:20])[C:7]=1[CH2:8][N:9]1[CH2:13][CH2:12][C:11]2([CH2:18][CH2:17][CH2:16][CH2:15][CH2:14]2)[C:10]1=[O:19].C(N1C=CN=C1)(N1C=CN=C1)=O.Cl.[F:43][C:44]([F:52])([F:51])[CH:45]1[CH2:50][CH2:49][NH:48][CH2:47][CH2:46]1.C(N(C(C)C)CC)(C)C, predict the reaction product. (5) Given the reactants [CH2:1]([N:8]1[C:17]2[CH2:16][CH2:15][NH:14][CH2:13][CH2:12][C:11]=2[C:10]([C:18]2[CH:23]=[CH:22][CH:21]=[CH:20][CH:19]=2)=[N:9]1)[C:2]1[CH:7]=[CH:6][CH:5]=[CH:4][CH:3]=1.[CH3:24][C:25]([CH3:27])=O, predict the reaction product. The product is: [CH2:1]([N:8]1[C:17]2[CH2:16][CH2:15][N:14]([CH:25]([CH3:27])[CH3:24])[CH2:13][CH2:12][C:11]=2[C:10]([C:18]2[CH:23]=[CH:22][CH:21]=[CH:20][CH:19]=2)=[N:9]1)[C:2]1[CH:3]=[CH:4][CH:5]=[CH:6][CH:7]=1. (6) Given the reactants ClC1C=C([C:9]2[N:13]3[C:14]4[N:22]=[C:21]([O:23][CH3:24])[CH:20]=[CH:19][C:15]=4[N:16]=[C:17]([CH3:18])[C:12]3=[C:11]([CH3:25])[N:10]=2)C=C(Cl)C=1.[Cl:26][C:27]1[CH:32]=[CH:31][C:30]([C:33]([F:36])([F:35])[F:34])=[CH:29][C:28]=1B(O)O, predict the reaction product. The product is: [Cl:26][C:27]1[CH:32]=[CH:31][C:30]([C:33]([F:36])([F:35])[F:34])=[CH:29][C:28]=1[C:9]1[N:13]2[C:14]3[N:22]=[C:21]([O:23][CH3:24])[CH:20]=[CH:19][C:15]=3[N:16]=[C:17]([CH3:18])[C:12]2=[C:11]([CH3:25])[N:10]=1. (7) Given the reactants [OH:1][CH:2]1[CH:9]2[CH2:10][C:5]3([C:12]([NH:14][C@H:15]4[CH2:20][CH2:19][CH2:18][NH:17][CH2:16]4)=[O:13])[CH2:6][CH:7]([CH2:11][CH:3]1[CH2:4]3)[CH2:8]2.[N:21]1([C:26](Cl)=[O:27])[CH2:25][CH2:24][CH2:23][CH2:22]1.C(N(CC)C(C)C)(C)C.C(#N)C.C(O)(C(F)(F)F)=O, predict the reaction product. The product is: [OH:1][CH:2]1[CH:9]2[CH2:10][C:5]3([C:12]([NH:14][C@H:15]4[CH2:20][CH2:19][CH2:18][N:17]([C:26]([N:21]5[CH2:25][CH2:24][CH2:23][CH2:22]5)=[O:27])[CH2:16]4)=[O:13])[CH2:6][CH:7]([CH2:11][CH:3]1[CH2:4]3)[CH2:8]2. (8) The product is: [CH3:1][C:2]1[C:7]([CH3:8])=[CH:6][CH:5]=[CH:4][C:3]=1[N:9]1[CH2:14][CH2:13][N:12]([CH2:15][CH2:16][CH:17]([OH:18])[CH2:19][NH:21][CH3:20])[CH2:11][CH2:10]1. Given the reactants [CH3:1][C:2]1[C:7]([CH3:8])=[CH:6][CH:5]=[CH:4][C:3]=1[N:9]1[CH2:14][CH2:13][N:12]([CH2:15][CH2:16][CH:17]2[CH2:19][O:18]2)[CH2:11][CH2:10]1.[CH3:20][NH2:21], predict the reaction product.